Dataset: NCI-60 drug combinations with 297,098 pairs across 59 cell lines. Task: Regression. Given two drug SMILES strings and cell line genomic features, predict the synergy score measuring deviation from expected non-interaction effect. (1) Drug 1: CN(C)C1=NC(=NC(=N1)N(C)C)N(C)C. Drug 2: CC12CCC3C(C1CCC2OP(=O)(O)O)CCC4=C3C=CC(=C4)OC(=O)N(CCCl)CCCl.[Na+]. Cell line: DU-145. Synergy scores: CSS=-6.69, Synergy_ZIP=1.17, Synergy_Bliss=-3.16, Synergy_Loewe=-8.33, Synergy_HSA=-7.11. (2) Drug 1: CC1=C(C=C(C=C1)NC2=NC=CC(=N2)N(C)C3=CC4=NN(C(=C4C=C3)C)C)S(=O)(=O)N.Cl. Drug 2: CCC1(C2=C(COC1=O)C(=O)N3CC4=CC5=C(C=CC(=C5CN(C)C)O)N=C4C3=C2)O.Cl. Cell line: HOP-92. Synergy scores: CSS=16.8, Synergy_ZIP=-6.75, Synergy_Bliss=1.44, Synergy_Loewe=-8.32, Synergy_HSA=2.70. (3) Drug 1: C1CC(=O)NC(=O)C1N2CC3=C(C2=O)C=CC=C3N. Drug 2: C1CC(=O)NC(=O)C1N2C(=O)C3=CC=CC=C3C2=O. Cell line: NCIH23. Synergy scores: CSS=2.50, Synergy_ZIP=-1.61, Synergy_Bliss=-4.69, Synergy_Loewe=-2.64, Synergy_HSA=-3.60. (4) Drug 1: C1CC(=O)NC(=O)C1N2CC3=C(C2=O)C=CC=C3N. Drug 2: CC1C(C(=O)NC(C(=O)N2CCCC2C(=O)N(CC(=O)N(C(C(=O)O1)C(C)C)C)C)C(C)C)NC(=O)C3=C4C(=C(C=C3)C)OC5=C(C(=O)C(=C(C5=N4)C(=O)NC6C(OC(=O)C(N(C(=O)CN(C(=O)C7CCCN7C(=O)C(NC6=O)C(C)C)C)C)C(C)C)C)N)C. Cell line: MOLT-4. Synergy scores: CSS=22.8, Synergy_ZIP=32.6, Synergy_Bliss=28.6, Synergy_Loewe=19.5, Synergy_HSA=24.7. (5) Drug 1: CNC(=O)C1=NC=CC(=C1)OC2=CC=C(C=C2)NC(=O)NC3=CC(=C(C=C3)Cl)C(F)(F)F. Drug 2: CCN(CC)CCCC(C)NC1=C2C=C(C=CC2=NC3=C1C=CC(=C3)Cl)OC. Cell line: BT-549. Synergy scores: CSS=6.59, Synergy_ZIP=-1.43, Synergy_Bliss=-4.73, Synergy_Loewe=-26.9, Synergy_HSA=-7.77. (6) Drug 1: CN(C(=O)NC(C=O)C(C(C(CO)O)O)O)N=O. Drug 2: N.N.Cl[Pt+2]Cl. Cell line: HCT-15. Synergy scores: CSS=17.6, Synergy_ZIP=-10.1, Synergy_Bliss=-0.459, Synergy_Loewe=-12.7, Synergy_HSA=-1.81. (7) Drug 1: CN(C(=O)NC(C=O)C(C(C(CO)O)O)O)N=O. Drug 2: CC(C)NC(=O)C1=CC=C(C=C1)CNNC.Cl. Cell line: K-562. Synergy scores: CSS=21.4, Synergy_ZIP=-5.68, Synergy_Bliss=-5.76, Synergy_Loewe=-2.38, Synergy_HSA=-3.44. (8) Drug 1: CN(C)C1=NC(=NC(=N1)N(C)C)N(C)C. Drug 2: CC12CCC3C(C1CCC2O)C(CC4=C3C=CC(=C4)O)CCCCCCCCCS(=O)CCCC(C(F)(F)F)(F)F. Cell line: PC-3. Synergy scores: CSS=-0.341, Synergy_ZIP=0.126, Synergy_Bliss=0.499, Synergy_Loewe=0.240, Synergy_HSA=-0.487. (9) Synergy scores: CSS=77.6, Synergy_ZIP=3.65, Synergy_Bliss=5.66, Synergy_Loewe=-5.55, Synergy_HSA=8.73. Drug 2: CC1CCC2CC(C(=CC=CC=CC(CC(C(=O)C(C(C(=CC(C(=O)CC(OC(=O)C3CCCCN3C(=O)C(=O)C1(O2)O)C(C)CC4CCC(C(C4)OC)O)C)C)O)OC)C)C)C)OC. Drug 1: CCC1(CC2CC(C3=C(CCN(C2)C1)C4=CC=CC=C4N3)(C5=C(C=C6C(=C5)C78CCN9C7C(C=CC9)(C(C(C8N6C=O)(C(=O)OC)O)OC(=O)C)CC)OC)C(=O)OC)O.OS(=O)(=O)O. Cell line: MOLT-4. (10) Drug 1: C1=CC(=CC=C1C#N)C(C2=CC=C(C=C2)C#N)N3C=NC=N3. Drug 2: CC(C)(C#N)C1=CC(=CC(=C1)CN2C=NC=N2)C(C)(C)C#N. Cell line: A549. Synergy scores: CSS=-2.85, Synergy_ZIP=1.55, Synergy_Bliss=-0.0392, Synergy_Loewe=-3.66, Synergy_HSA=-3.64.